Dataset: NCI-60 drug combinations with 297,098 pairs across 59 cell lines. Task: Regression. Given two drug SMILES strings and cell line genomic features, predict the synergy score measuring deviation from expected non-interaction effect. (1) Drug 1: COC1=CC(=CC(=C1O)OC)C2C3C(COC3=O)C(C4=CC5=C(C=C24)OCO5)OC6C(C(C7C(O6)COC(O7)C8=CC=CS8)O)O. Drug 2: C1CNP(=O)(OC1)N(CCCl)CCCl. Cell line: M14. Synergy scores: CSS=22.1, Synergy_ZIP=-4.45, Synergy_Bliss=1.36, Synergy_Loewe=-37.0, Synergy_HSA=0.950. (2) Drug 1: CN1CCC(CC1)COC2=C(C=C3C(=C2)N=CN=C3NC4=C(C=C(C=C4)Br)F)OC. Drug 2: CC1C(C(CC(O1)OC2CC(CC3=C2C(=C4C(=C3O)C(=O)C5=C(C4=O)C(=CC=C5)OC)O)(C(=O)C)O)N)O.Cl. Cell line: CAKI-1. Synergy scores: CSS=67.0, Synergy_ZIP=3.24, Synergy_Bliss=4.94, Synergy_Loewe=5.87, Synergy_HSA=11.2. (3) Drug 1: C1=CC(=CC=C1C#N)C(C2=CC=C(C=C2)C#N)N3C=NC=N3. Drug 2: C1=NC2=C(N=C(N=C2N1C3C(C(C(O3)CO)O)F)Cl)N. Cell line: NCI-H460. Synergy scores: CSS=-4.02, Synergy_ZIP=2.29, Synergy_Bliss=-0.538, Synergy_Loewe=-3.55, Synergy_HSA=-4.53. (4) Drug 1: CCCCCOC(=O)NC1=NC(=O)N(C=C1F)C2C(C(C(O2)C)O)O. Drug 2: CC1=C(C(=CC=C1)Cl)NC(=O)C2=CN=C(S2)NC3=CC(=NC(=N3)C)N4CCN(CC4)CCO. Cell line: COLO 205. Synergy scores: CSS=2.25, Synergy_ZIP=-0.835, Synergy_Bliss=-1.27, Synergy_Loewe=-0.178, Synergy_HSA=-1.09. (5) Drug 1: CC=C1C(=O)NC(C(=O)OC2CC(=O)NC(C(=O)NC(CSSCCC=C2)C(=O)N1)C(C)C)C(C)C. Drug 2: C1=CC=C(C(=C1)C(C2=CC=C(C=C2)Cl)C(Cl)Cl)Cl. Cell line: EKVX. Synergy scores: CSS=-2.06, Synergy_ZIP=2.77, Synergy_Bliss=7.45, Synergy_Loewe=-9.60, Synergy_HSA=1.22. (6) Synergy scores: CSS=50.8, Synergy_ZIP=0.445, Synergy_Bliss=0.974, Synergy_Loewe=-10.4, Synergy_HSA=2.12. Drug 2: CC=C1C(=O)NC(C(=O)OC2CC(=O)NC(C(=O)NC(CSSCCC=C2)C(=O)N1)C(C)C)C(C)C. Drug 1: CC12CCC3C(C1CCC2=O)CC(=C)C4=CC(=O)C=CC34C. Cell line: OVCAR3.